This data is from Forward reaction prediction with 1.9M reactions from USPTO patents (1976-2016). The task is: Predict the product of the given reaction. (1) Given the reactants [F:1][C:2]([F:7])([F:6])[C:3]([OH:5])=[O:4].[Cl:8][C:9]1[CH:21]=[C:20]2[C:12]([C:13]3[CH:14]=[CH:15][N:16]=[CH:17][C:18]=3[N:19]2[NH:22][CH3:23])=[CH:11][CH:10]=1.[C:24](OC(=O)C)(=[O:26])[CH3:25], predict the reaction product. The product is: [F:1][C:2]([F:7])([F:6])[C:3]([OH:5])=[O:4].[Cl:8][C:9]1[CH:21]=[C:20]2[C:12]([C:13]3[CH:14]=[CH:15][N:16]=[CH:17][C:18]=3[N:19]2[N:22]([C:24](=[O:26])[CH3:25])[CH3:23])=[CH:11][CH:10]=1. (2) Given the reactants [Cl:1][C:2]1[CH:7]=[CH:6][N:5]=[C:4]2[NH:8][CH:9]=[CH:10][C:3]=12.[CH3:11][Si:12]([CH3:19])([CH3:18])[CH2:13][CH2:14][O:15][CH2:16]Cl.CN(C)C=O.[H-].[Na+], predict the reaction product. The product is: [Cl:1][C:2]1[CH:7]=[CH:6][N:5]=[C:4]2[N:8]([CH2:16][O:15][CH2:14][CH2:13][Si:12]([CH3:19])([CH3:18])[CH3:11])[CH:9]=[CH:10][C:3]=12. (3) Given the reactants [CH2:1]([C:3]1[CH:8]=[CH:7][N:6]=[C:5]([NH2:9])[CH:4]=1)[CH3:2].Cl[CH2:11][CH:12]=O, predict the reaction product. The product is: [CH2:1]([C:3]1[CH:8]=[CH:7][N:6]2[CH:11]=[CH:12][N:9]=[C:5]2[CH:4]=1)[CH3:2]. (4) Given the reactants [CH:1]1([C:8](=O)[CH3:9])[CH2:7][CH2:6][CH2:5][CH2:4][CH2:3][CH2:2]1.[CH2:11]([OH:13])C.[Cl-].[NH4+:15].[C:16](=[O:19])([O-])[O-].[NH4+:20].[NH4+].[C-]#N.[K+], predict the reaction product. The product is: [CH:1]1([CH2:8][CH:9]2[NH:20][C:16](=[O:19])[NH:15][C:11]2=[O:13])[CH2:7][CH2:6][CH2:5][CH2:4][CH2:3][CH2:2]1.